From a dataset of NCI-60 drug combinations with 297,098 pairs across 59 cell lines. Regression. Given two drug SMILES strings and cell line genomic features, predict the synergy score measuring deviation from expected non-interaction effect. (1) Cell line: NCI-H460. Synergy scores: CSS=-6.12, Synergy_ZIP=3.70, Synergy_Bliss=0.902, Synergy_Loewe=-6.18, Synergy_HSA=-5.86. Drug 1: CC1=C(C(CCC1)(C)C)C=CC(=CC=CC(=CC(=O)O)C)C. Drug 2: CN(C(=O)NC(C=O)C(C(C(CO)O)O)O)N=O. (2) Drug 1: CC12CCC3C(C1CCC2=O)CC(=C)C4=CC(=O)C=CC34C. Synergy scores: CSS=27.0, Synergy_ZIP=-3.12, Synergy_Bliss=-1.91, Synergy_Loewe=-1.47, Synergy_HSA=-1.93. Cell line: UACC-257. Drug 2: CC(C1=C(C=CC(=C1Cl)F)Cl)OC2=C(N=CC(=C2)C3=CN(N=C3)C4CCNCC4)N. (3) Drug 1: CC1CCC2CC(C(=CC=CC=CC(CC(C(=O)C(C(C(=CC(C(=O)CC(OC(=O)C3CCCCN3C(=O)C(=O)C1(O2)O)C(C)CC4CCC(C(C4)OC)O)C)C)O)OC)C)C)C)OC. Drug 2: C1CN1C2=NC(=NC(=N2)N3CC3)N4CC4. Cell line: CCRF-CEM. Synergy scores: CSS=45.6, Synergy_ZIP=-2.65, Synergy_Bliss=-5.29, Synergy_Loewe=-12.1, Synergy_HSA=-3.43. (4) Drug 1: CC12CCC(CC1=CCC3C2CCC4(C3CC=C4C5=CN=CC=C5)C)O. Drug 2: CC(C)CN1C=NC2=C1C3=CC=CC=C3N=C2N. Cell line: SF-295. Synergy scores: CSS=0.477, Synergy_ZIP=-2.90, Synergy_Bliss=-5.26, Synergy_Loewe=-4.70, Synergy_HSA=-4.71. (5) Drug 1: CC1=CC=C(C=C1)C2=CC(=NN2C3=CC=C(C=C3)S(=O)(=O)N)C(F)(F)F. Drug 2: C1=CN(C=N1)CC(O)(P(=O)(O)O)P(=O)(O)O. Cell line: HS 578T. Synergy scores: CSS=-0.661, Synergy_ZIP=0.190, Synergy_Bliss=-1.12, Synergy_Loewe=-2.37, Synergy_HSA=-2.91.